From a dataset of Reaction yield outcomes from USPTO patents with 853,638 reactions. Predict the reaction yield, written as a fraction of the theoretical maximum amount of product (1.0 means a 100% yield; for example, 0.34 means a 34% yield). (1) The reactants are CO[CH:3]1[C:9]2[CH:10]=[C:11]([N+:14]([O-:16])=[O:15])[CH:12]=[CH:13][C:8]=2[CH2:7][CH2:6][NH:5][CH2:4]1.Br[CH2:18][CH2:19][O:20][CH3:21].[C:22](=O)([O-])[O-:23].[K+].[K+]. The catalyst is CN(C)C=O. The product is [CH3:22][O:23][C:12]1[C:11]([N+:14]([O-:16])=[O:15])=[CH:10][C:9]2[CH2:3][CH2:4][N:5]([CH2:18][CH2:19][O:20][CH3:21])[CH2:6][CH2:7][C:8]=2[CH:13]=1. The yield is 0.550. (2) The reactants are [CH3:1][C:2]1[N:7]=[C:6]2[S:8][C:9]3[CH2:14][CH2:13][CH2:12][CH2:11][C:10]=3[C:5]2=[C:4]([C:15]2[CH:20]=[CH:19][C:18]([CH3:21])=[CH:17][CH:16]=2)[C:3]=1[CH2:22][C:23]([O:25][CH3:26])=[O:24].[Li+].C[Si]([N-][Si](C)(C)C)(C)C.C1COCC1.I[CH2:43][CH:44]([CH3:46])[CH3:45]. The catalyst is CN(C=O)C. The product is [CH3:1][C:2]1[N:7]=[C:6]2[S:8][C:9]3[CH2:14][CH2:13][CH2:12][CH2:11][C:10]=3[C:5]2=[C:4]([C:15]2[CH:16]=[CH:17][C:18]([CH3:21])=[CH:19][CH:20]=2)[C:3]=1[CH:22]([CH2:43][CH:44]([CH3:46])[CH3:45])[C:23]([O:25][CH3:26])=[O:24]. The yield is 0.660.